Regression. Given a peptide amino acid sequence and an MHC pseudo amino acid sequence, predict their binding affinity value. This is MHC class I binding data. From a dataset of Peptide-MHC class I binding affinity with 185,985 pairs from IEDB/IMGT. (1) The peptide sequence is YMDDVVLGAK. The binding affinity (normalized) is 0.0641. The MHC is HLA-A68:01 with pseudo-sequence HLA-A68:01. (2) The peptide sequence is TTADHMHML. The MHC is HLA-B40:01 with pseudo-sequence HLA-B40:01. The binding affinity (normalized) is 0.0847. (3) The peptide sequence is IGDKPTCLV. The MHC is HLA-A25:01 with pseudo-sequence HLA-A25:01. The binding affinity (normalized) is 0.0847. (4) The peptide sequence is FYPQNGQFI. The MHC is H-2-Db with pseudo-sequence H-2-Db. The binding affinity (normalized) is 0.223. (5) The peptide sequence is CYRAYSDLF. The MHC is Mamu-B17 with pseudo-sequence Mamu-B17. The binding affinity (normalized) is 0.367. (6) The peptide sequence is FQRTFSIPL. The MHC is HLA-B15:01 with pseudo-sequence HLA-B15:01. The binding affinity (normalized) is 0.289. (7) The peptide sequence is ELRSKREQEV. The MHC is HLA-A68:02 with pseudo-sequence HLA-A68:02. The binding affinity (normalized) is 0.276.